This data is from Full USPTO retrosynthesis dataset with 1.9M reactions from patents (1976-2016). The task is: Predict the reactants needed to synthesize the given product. Given the product [Cl:8][C:9]1[CH:10]=[CH:11][C:12]([NH:15][C:16]([CH:18]2[CH2:23][CH2:22][CH2:21][N:20]([C:34]([C:33]3[CH:32]=[N:31][CH:30]=[C:29]([C:25]4[O:24][CH:28]=[CH:27][CH:26]=4)[CH:37]=3)=[O:35])[CH2:19]2)=[O:17])=[CH:13][CH:14]=1, predict the reactants needed to synthesize it. The reactants are: FC(F)(F)C(O)=O.[Cl:8][C:9]1[CH:14]=[CH:13][C:12]([NH:15][C:16]([CH:18]2[CH2:23][CH2:22][CH2:21][NH:20][CH2:19]2)=[O:17])=[CH:11][CH:10]=1.[O:24]1[CH:28]=[CH:27][CH:26]=[C:25]1[C:29]1[CH:30]=[N:31][CH:32]=[C:33]([CH:37]=1)[C:34](O)=[O:35].C(N(CC)C(C)C)(C)C.Cl.C(N=C=NCCCN(C)C)C.